Dataset: Reaction yield outcomes from USPTO patents with 853,638 reactions. Task: Predict the reaction yield, written as a fraction of the theoretical maximum amount of product (1.0 means a 100% yield; for example, 0.34 means a 34% yield). (1) The reactants are [Cl:1][C:2]1[CH:7]=[CH:6][C:5]([S:8]([NH:11][CH:12]2[CH2:16][CH2:15][CH2:14][CH2:13]2)(=[O:10])=[O:9])=[CH:4][CH:3]=1.Br[CH2:18][C:19]1[CH:26]=[CH:25][C:22]([C:23]#[N:24])=[CH:21][C:20]=1[F:27]. No catalyst specified. The product is [Cl:1][C:2]1[CH:7]=[CH:6][C:5]([S:8]([N:11]([CH2:18][C:19]2[CH:26]=[CH:25][C:22]([C:23]#[N:24])=[CH:21][C:20]=2[F:27])[CH:12]2[CH2:16][CH2:15][CH2:14][CH2:13]2)(=[O:10])=[O:9])=[CH:4][CH:3]=1. The yield is 0.760. (2) The catalyst is O. The product is [CH3:50][C:14]1([CH3:13])[CH2:18][C:17]2[CH:19]=[C:20]([N:23]3[C:28](=[O:29])[C:27]([CH2:30][C:31]4[CH:36]=[CH:35][C:34]([C:37]5[CH:42]=[CH:41][CH:40]=[CH:39][C:38]=5[C:43]5[NH:3][C:4](=[O:7])[O:5][N:44]=5)=[CH:33][CH:32]=4)=[C:26]([CH2:45][CH2:46][CH3:47])[N:25]=[C:24]3[O:48][CH3:49])[CH:21]=[CH:22][C:16]=2[O:15]1. The yield is 0.660. The reactants are [Cl-].O[NH3+:3].[C:4](=[O:7])([O-])[OH:5].[Na+].CS(C)=O.[CH3:13][C:14]1([CH3:50])[CH2:18][C:17]2[CH:19]=[C:20]([N:23]3[C:28](=[O:29])[C:27]([CH2:30][C:31]4[CH:36]=[CH:35][C:34]([C:37]5[C:38]([C:43]#[N:44])=[CH:39][CH:40]=[CH:41][CH:42]=5)=[CH:33][CH:32]=4)=[C:26]([CH2:45][CH2:46][CH3:47])[N:25]=[C:24]3[O:48][CH3:49])[CH:21]=[CH:22][C:16]=2[O:15]1. (3) The reactants are [C:1]([CH2:6][C:7]([O:9][CH2:10][CH3:11])=[O:8])(=[O:5])[CH:2]([CH3:4])[CH3:3].S(Cl)([Cl:15])(=O)=O. The catalyst is C(Cl)(Cl)Cl. The product is [Cl:15][CH:6]([C:1](=[O:5])[CH:2]([CH3:4])[CH3:3])[C:7]([O:9][CH2:10][CH3:11])=[O:8]. The yield is 0.940. (4) The reactants are [CH2:1]([NH:8][C:9]1[N:14]2[N:15]=[CH:16][C:17]([C:18]([OH:20])=O)=[C:13]2[N:12]=[CH:11][C:10]=1[C:21]([N:23]1[CH2:28][CH2:27][CH:26]([C:29]2[O:30][CH:31]=[CH:32][N:33]=2)[CH2:25][CH2:24]1)=[O:22])[C:2]1[CH:7]=[CH:6][CH:5]=[CH:4][CH:3]=1.[CH3:34][S:35]([NH2:38])(=[O:37])=[O:36]. No catalyst specified. The product is [CH2:1]([NH:8][C:9]1[N:14]2[N:15]=[CH:16][C:17]([C:18]([NH:38][S:35]([CH3:34])(=[O:37])=[O:36])=[O:20])=[C:13]2[N:12]=[CH:11][C:10]=1[C:21]([N:23]1[CH2:28][CH2:27][CH:26]([C:29]2[O:30][CH:31]=[CH:32][N:33]=2)[CH2:25][CH2:24]1)=[O:22])[C:2]1[CH:7]=[CH:6][CH:5]=[CH:4][CH:3]=1. The yield is 0.460.